From a dataset of Reaction yield outcomes from USPTO patents with 853,638 reactions. Predict the reaction yield, written as a fraction of the theoretical maximum amount of product (1.0 means a 100% yield; for example, 0.34 means a 34% yield). (1) The reactants are Cl.[NH2:2][C@H:3]1[CH2:8][CH2:7][CH2:6][CH2:5][C@@H:4]1[OH:9].[F:10][C:11]1[CH:19]=[CH:18][C:17]([O:20][CH3:21])=[C:16]2[C:12]=1[C:13]([C:22]([OH:24])=O)=[CH:14][NH:15]2.F[P-](F)(F)(F)(F)F.N1(O[P+](N(C)C)(N(C)C)N(C)C)C2C=CC=CC=2N=N1.C(N(CC)CC)C. The catalyst is ClCCl. The product is [F:10][C:11]1[CH:19]=[CH:18][C:17]([O:20][CH3:21])=[C:16]2[C:12]=1[C:13]([C:22]([NH:2][C@H:3]1[CH2:8][CH2:7][CH2:6][CH2:5][C@@H:4]1[OH:9])=[O:24])=[CH:14][NH:15]2. The yield is 0.790. (2) The reactants are [CH3:1][NH:2][C:3]([C:5]1[N:6]([CH3:32])[C:7]([CH2:20][NH:21][S:22]([C:25]2[C:26](C)=[CH:27][CH:28]=[CH:29][CH:30]=2)(=[O:24])=[O:23])=[CH:8][C:9](=[O:19])[C:10]=1[O:11]CC1C=CC=CC=1)=[O:4].[C:33]1(S(C(N)C2N(C)C(C(O)=O)=C(O)C(=O)C=2)(=O)=O)C=CC=CC=1. No catalyst specified. The product is [CH3:1][NH:2][C:3]([C:5]1[N:6]([CH3:32])[C:7]([CH2:20][NH:21][S:22]([C:25]2[CH:30]=[C:29]([CH3:33])[CH:28]=[CH:27][CH:26]=2)(=[O:23])=[O:24])=[CH:8][C:9](=[O:19])[C:10]=1[OH:11])=[O:4]. The yield is 0.168.